This data is from Forward reaction prediction with 1.9M reactions from USPTO patents (1976-2016). The task is: Predict the product of the given reaction. (1) Given the reactants [O:1]([CH2:8][C:9](Cl)=[O:10])[C:2]1[CH:7]=[CH:6][CH:5]=[CH:4][CH:3]=1.[NH4+:12].[OH-], predict the reaction product. The product is: [O:1]([CH2:8][C:9]([NH2:12])=[O:10])[C:2]1[CH:7]=[CH:6][CH:5]=[CH:4][CH:3]=1. (2) Given the reactants [O:1]=[C:2]1[C:10]2[C:5](=[CH:6][CH:7]=[CH:8][CH:9]=2)[C:4](=[O:11])[N:3]1[C@H:12]([C:14]1[C:15]([CH:25]=O)=[N:16][C:17]2[C:22]([CH:23]=1)=[CH:21][CH:20]=[C:19]([F:24])[CH:18]=2)[CH3:13].[CH3:27][NH:28][CH2:29][CH3:30].[Na].[OH-].[Na+], predict the reaction product. The product is: [CH2:29]([N:28]([CH2:25][C:15]1[C:14]([C@@H:12]([N:3]2[C:4](=[O:11])[C:5]3[C:10](=[CH:9][CH:8]=[CH:7][CH:6]=3)[C:2]2=[O:1])[CH3:13])=[CH:23][C:22]2[C:17](=[CH:18][C:19]([F:24])=[CH:20][CH:21]=2)[N:16]=1)[CH3:27])[CH3:30]. (3) Given the reactants Cl[C:2]1[N:7]=[C:6]([C:8]2[S:12][C:11]([NH:13][CH2:14][CH3:15])=[N:10][C:9]=2[C:16]2[CH:21]=[CH:20][CH:19]=[C:18]([O:22][CH3:23])[CH:17]=2)[CH:5]=[CH:4][N:3]=1.[N:24]1([C:30]2[N:35]=[CH:34][C:33]([NH2:36])=[CH:32][CH:31]=2)[CH2:29][CH2:28][O:27][CH2:26][CH2:25]1.CC(O)C.Cl, predict the reaction product. The product is: [CH2:14]([NH:13][C:11]1[S:12][C:8]([C:6]2[CH:5]=[CH:4][N:3]=[C:2]([NH:36][C:33]3[CH:34]=[N:35][C:30]([N:24]4[CH2:25][CH2:26][O:27][CH2:28][CH2:29]4)=[CH:31][CH:32]=3)[N:7]=2)=[C:9]([C:16]2[CH:21]=[CH:20][CH:19]=[C:18]([O:22][CH3:23])[CH:17]=2)[N:10]=1)[CH3:15]. (4) Given the reactants [NH2:1][C:2]1[CH:7]=[CH:6][C:5]([C:8]2[CH:13]=[CH:12][CH:11]=[C:10]([Cl:14])[CH:9]=2)=[CH:4][C:3]=1C1(C=CC=CC1)CO.Cl[C:24](Cl)([O:26][C:27](=[O:33])OC(Cl)(Cl)Cl)Cl, predict the reaction product. The product is: [Cl:14][C:10]1[CH:9]=[C:8]([C:5]2[CH:6]=[CH:7][C:2]3[NH:1][C:27](=[O:33])[O:26][CH:24]([C:2]4[CH:7]=[CH:6][CH:5]=[CH:4][CH:3]=4)[C:3]=3[CH:4]=2)[CH:13]=[CH:12][CH:11]=1.